Regression. Given a peptide amino acid sequence and an MHC pseudo amino acid sequence, predict their binding affinity value. This is MHC class II binding data. From a dataset of Peptide-MHC class II binding affinity with 134,281 pairs from IEDB. (1) The peptide sequence is TSAFNKKTFDHTLMS. The MHC is H-2-IAb with pseudo-sequence H-2-IAb. The binding affinity (normalized) is 0.148. (2) The peptide sequence is KSEVYEKGLGKFVKT. The MHC is DRB1_1501 with pseudo-sequence DRB1_1501. The binding affinity (normalized) is 0.320. (3) The peptide sequence is PIYIVTPTNASHIQS. The MHC is DRB1_0802 with pseudo-sequence DRB1_0802. The binding affinity (normalized) is 0.614. (4) The MHC is HLA-DQA10501-DQB10301 with pseudo-sequence HLA-DQA10501-DQB10301. The peptide sequence is FDPYGATISATPESK. The binding affinity (normalized) is 0.911. (5) The peptide sequence is QDELIGRGRVSPGNG. The MHC is HLA-DQA10501-DQB10303 with pseudo-sequence HLA-DQA10501-DQB10303. The binding affinity (normalized) is 0.357. (6) The peptide sequence is LMFLQNLKLGDDQYV. The MHC is DRB1_0401 with pseudo-sequence DRB1_0401. The binding affinity (normalized) is 0.270. (7) The peptide sequence is ELNLLDKRQFELYKR. The MHC is HLA-DQA10303-DQB10402 with pseudo-sequence HLA-DQA10303-DQB10402. The binding affinity (normalized) is 0. (8) The peptide sequence is LTQPLQQVTSLFSQV. The MHC is HLA-DQA10301-DQB10302 with pseudo-sequence HLA-DQA10301-DQB10302. The binding affinity (normalized) is 0.349. (9) The peptide sequence is GELQIVDKIDAAFKK. The MHC is DRB1_0802 with pseudo-sequence DRB1_0802. The binding affinity (normalized) is 0.426.